From a dataset of Forward reaction prediction with 1.9M reactions from USPTO patents (1976-2016). Predict the product of the given reaction. (1) The product is: [Cl:22][CH2:23][CH2:24][CH2:25][CH2:26][CH:8]([C:4]1[CH:5]=[CH:6][CH:7]=[C:2]([Cl:1])[CH:3]=1)[C:9]([OH:11])=[O:10]. Given the reactants [Cl:1][C:2]1[CH:3]=[C:4]([CH2:8][C:9]([OH:11])=[O:10])[CH:5]=[CH:6][CH:7]=1.C[Si]([N-][Si](C)(C)C)(C)C.[Na+].[Cl:22][CH2:23][CH2:24][CH2:25][CH2:26]I, predict the reaction product. (2) Given the reactants CSC.B.[C:5]([C:7]1[CH:8]=[C:9]([C:13]([CH3:18])([CH3:17])[C:14](O)=[O:15])[CH:10]=[CH:11][CH:12]=1)#[N:6].C(OCC)(=O)C, predict the reaction product. The product is: [OH:15][CH2:14][C:13]([C:9]1[CH:8]=[C:7]([CH:12]=[CH:11][CH:10]=1)[C:5]#[N:6])([CH3:18])[CH3:17]. (3) Given the reactants N[C:2]1[S:3][C:4]2[C:10]([Cl:11])=[CH:9][CH:8]=[C:7]([CH3:12])[C:5]=2[N:6]=1.N([O-])=O.[Na+].[Na+].[Cl-:18], predict the reaction product. The product is: [Cl:18][C:2]1[S:3][C:4]2[C:10]([Cl:11])=[CH:9][CH:8]=[C:7]([CH3:12])[C:5]=2[N:6]=1. (4) Given the reactants Cl[C:2]1[CH:7]=[CH:6][N:5]2[N:8]=[C:9]([C:14]3[CH:19]=[CH:18][C:17]([O:20][CH3:21])=[CH:16][CH:15]=3)[C:10]([C:11](=[O:13])[CH3:12])=[C:4]2[CH:3]=1.C1(P(C2C=CC=CC=2)C2C=CC3C(=CC=CC=3)C=2C2C3C(=CC=CC=3)C=CC=2P(C2C=CC=CC=2)C2C=CC=CC=2)C=CC=CC=1.C(=O)([O-])[O-].[Cs+].[Cs+].[CH:74]1([NH2:79])[CH2:78][CH2:77][CH2:76][CH2:75]1, predict the reaction product. The product is: [CH:74]1([NH:79][C:2]2[CH:7]=[CH:6][N:5]3[N:8]=[C:9]([C:14]4[CH:19]=[CH:18][C:17]([O:20][CH3:21])=[CH:16][CH:15]=4)[C:10]([C:11](=[O:13])[CH3:12])=[C:4]3[CH:3]=2)[CH2:78][CH2:77][CH2:76][CH2:75]1. (5) Given the reactants Br[C:2]1[N:3]=[C:4]([O:18][CH2:19][CH3:20])[N:5]([C:8]2[CH:13]=[CH:12][CH:11]=[C:10]([C:14]([F:17])([F:16])[F:15])[CH:9]=2)[C:6]=1[CH3:7].C([Sn](CCCC)(CCCC)[C:26]1[N:30]([C:31]2[CH:38]=[CH:37][C:34]([C:35]#[N:36])=[CH:33][CH:32]=2)[N:29]=[CH:28][CH:27]=1)CCC, predict the reaction product. The product is: [CH2:19]([O:18][C:4]1[N:5]([C:8]2[CH:13]=[CH:12][CH:11]=[C:10]([C:14]([F:17])([F:16])[F:15])[CH:9]=2)[C:6]([CH3:7])=[C:2]([C:26]2[N:30]([C:31]3[CH:38]=[CH:37][C:34]([C:35]#[N:36])=[CH:33][CH:32]=3)[N:29]=[CH:28][CH:27]=2)[N:3]=1)[CH3:20].